Dataset: Forward reaction prediction with 1.9M reactions from USPTO patents (1976-2016). Task: Predict the product of the given reaction. (1) Given the reactants [Cl:1][C:2]1[CH:9]=[C:8](B2OC(C)(C)C(C)(C)O2)[CH:7]=[CH:6][C:3]=1[C:4]#[N:5].Br[C:20]1[CH:27]=[N:26][CH:25]=[CH:24][C:21]=1[CH:22]=[O:23].C(=O)([O-])[O-].[Na+].[Na+], predict the reaction product. The product is: [Cl:1][C:2]1[CH:9]=[C:8]([C:24]2[CH:25]=[N:26][CH:27]=[CH:20][C:21]=2[CH:22]=[O:23])[CH:7]=[CH:6][C:3]=1[C:4]#[N:5]. (2) Given the reactants [C:1]([C:3]1[CH:8]=[CH:7][CH:6]=[CH:5][C:4]=1[C:9]1[CH:14]=[CH:13][C:12]([CH2:15][CH:16]([C:21](=O)[CH2:22][CH2:23][CH2:24][CH3:25])[C:17](OC)=[O:18])=[CH:11][CH:10]=1)#[N:2].[O:27]1[C:31]2([CH2:36][CH2:35][CH:34]([NH:37][C:38]3[NH:42][C:41]([CH3:43])=[N:40][N:39]=3)[CH2:33][CH2:32]2)[O:30][CH2:29][CH2:28]1.N12CCCN=C1CCCCC2.C(N(CC)C1C=CC=CC=1)C, predict the reaction product. The product is: [CH2:22]([C:21]1[N:39]2[N:40]=[C:41]([CH3:43])[N:42]=[C:38]2[N:37]([CH:34]2[CH2:33][CH2:32][C:31]3([O:27][CH2:28][CH2:29][O:30]3)[CH2:36][CH2:35]2)[C:17](=[O:18])[C:16]=1[CH2:15][C:12]1[CH:11]=[CH:10][C:9]([C:4]2[C:3]([C:1]#[N:2])=[CH:8][CH:7]=[CH:6][CH:5]=2)=[CH:14][CH:13]=1)[CH2:23][CH2:24][CH3:25]. (3) Given the reactants [N:1]1([CH2:10][CH2:11][CH2:12][OH:13])[C:5]2[CH:6]=[CH:7][CH:8]=[CH:9][C:4]=2[N:3]=[CH:2]1.[Na].C(=O)(O)[O-].[Na+].S([O-])([O-])(=O)=S.[Na+].[Na+], predict the reaction product. The product is: [N:1]1([CH2:10][CH2:11][CH:12]=[O:13])[C:5]2[CH:6]=[CH:7][CH:8]=[CH:9][C:4]=2[N:3]=[CH:2]1. (4) Given the reactants [F:1][C:2]([F:14])([F:13])[C:3]1[CH:4]=[C:5]([CH2:9][C:10]([OH:12])=[O:11])[CH:6]=[CH:7][CH:8]=1.C([Li])CCC.Br[CH2:21][CH2:22][CH2:23][Cl:24], predict the reaction product. The product is: [Cl:24][CH2:23][CH2:22][CH2:21][CH:9]([C:5]1[CH:6]=[CH:7][CH:8]=[C:3]([C:2]([F:13])([F:14])[F:1])[CH:4]=1)[C:10]([OH:12])=[O:11].